Dataset: Full USPTO retrosynthesis dataset with 1.9M reactions from patents (1976-2016). Task: Predict the reactants needed to synthesize the given product. (1) The reactants are: [F:1][C:2]([F:7])([F:6])[C:3]([OH:5])=[O:4].[F:8][C:9]([F:14])([F:13])[C:10]([OH:12])=[O:11].FC(F)(F)C(O)=O.[Cl:22][C:23]1[CH:24]=[N:25][C:26]2[NH:27][C:28]3[CH:29]=[N:30][CH:31]=[C:32]([CH:53]=3)[CH2:33][CH2:34][C:35]3[CH:43]=[C:39]([NH:40][C:41]=1[N:42]=2)[CH:38]=[CH:37][C:36]=3[NH:44][C:45](=[O:52])[CH2:46][C@@H:47]1[CH2:51][CH2:50][NH:49][CH2:48]1.[N:54]([C:57]1[CH:58]=[C:59]([CH:62]=[CH:63][CH:64]=1)[C:60]#[N:61])=[C:55]=[O:56]. Given the product [F:1][C:2]([F:7])([F:6])[C:3]([OH:5])=[O:4].[F:8][C:9]([F:14])([F:13])[C:10]([OH:12])=[O:11].[Cl:22][C:23]1[CH:24]=[N:25][C:26]2[NH:27][C:28]3[CH:29]=[N:30][CH:31]=[C:32]([CH:53]=3)[CH2:33][CH2:34][C:35]3[CH:43]=[C:39]([NH:40][C:41]=1[N:42]=2)[CH:38]=[CH:37][C:36]=3[NH:44][C:45](=[O:52])[CH2:46][C@@H:47]1[CH2:51][CH2:50][N:49]([C:55]([NH:54][C:57]2[CH:64]=[CH:63][CH:62]=[C:59]([C:60]#[N:61])[CH:58]=2)=[O:56])[CH2:48]1, predict the reactants needed to synthesize it. (2) The reactants are: [C:1]([C@H:3]1[CH2:7][C@H:6]([OH:8])[CH2:5][N:4]1[C:9]([O:11][C:12]([CH3:15])([CH3:14])[CH3:13])=[O:10])#[N:2].[CH3:16]I. Given the product [C:1]([C@H:3]1[CH2:7][C@H:6]([O:8][CH3:16])[CH2:5][N:4]1[C:9]([O:11][C:12]([CH3:15])([CH3:14])[CH3:13])=[O:10])#[N:2], predict the reactants needed to synthesize it. (3) Given the product [CH3:24][C:22]1[CH:23]=[CH:18][C:19]([CH2:25][C:26]([O:28][CH3:29])=[O:27])=[C:20]([C:9]#[C:8][Si:3]([CH2:6][CH3:7])([CH2:4][CH3:5])[CH2:1][CH3:2])[CH:21]=1, predict the reactants needed to synthesize it. The reactants are: [CH2:1]([Si:3]([C:8]#[CH:9])([CH2:6][CH3:7])[CH2:4][CH3:5])[CH3:2].CCN(CC)CC.Br[C:18]1[CH:23]=[C:22]([CH3:24])[CH:21]=[CH:20][C:19]=1[CH2:25][C:26]([O:28][CH3:29])=[O:27].F[B-](F)(F)F. (4) The reactants are: [NH2:1][C:2]1[CH:7]=[C:6]([N:8]2[CH2:12][CH2:11][CH2:10][S:9]2(=[O:14])=[O:13])[CH:5]=[CH:4][C:3]=1[C:15]([N:17]1[CH2:22][CH2:21][N:20]([C:23]2[C:28]([CH3:29])=[CH:27][C:26]([CH3:30])=[CH:25][N:24]=2)[CH2:19][CH2:18]1)=[O:16].[C:31](Cl)(=[O:33])[CH3:32]. Given the product [CH3:29][C:28]1[C:23]([N:20]2[CH2:19][CH2:18][N:17]([C:15]([C:3]3[CH:4]=[CH:5][C:6]([N:8]4[CH2:12][CH2:11][CH2:10][S:9]4(=[O:13])=[O:14])=[CH:7][C:2]=3[NH:1][C:31](=[O:33])[CH3:32])=[O:16])[CH2:22][CH2:21]2)=[N:24][CH:25]=[C:26]([CH3:30])[CH:27]=1, predict the reactants needed to synthesize it. (5) The reactants are: [Br:1][C:2]1[CH:3]=[C:4]([N+:9]([O-])=O)[C:5]([Cl:8])=[N:6][CH:7]=1.[NH4+].[Cl-]. Given the product [Br:1][C:2]1[CH:3]=[C:4]([NH2:9])[C:5]([Cl:8])=[N:6][CH:7]=1, predict the reactants needed to synthesize it.